This data is from Full USPTO retrosynthesis dataset with 1.9M reactions from patents (1976-2016). The task is: Predict the reactants needed to synthesize the given product. (1) Given the product [F:2][C:3]1[CH:22]=[C:21]([N:23]2[CH:27]=[N:26][N:25]=[N:24]2)[CH:20]=[CH:19][C:4]=1[O:5][CH2:6][C:7]1[CH:11]=[N:10][N:9]([CH:12]2[CH2:17][CH2:16][N:15]([C:32]3[N:37]=[CH:36][C:35]([C:38]([F:41])([F:40])[F:39])=[CH:34][N:33]=3)[CH:14]([CH3:18])[CH2:13]2)[N:8]=1, predict the reactants needed to synthesize it. The reactants are: Cl.[F:2][C:3]1[CH:22]=[C:21]([N:23]2[CH:27]=[N:26][N:25]=[N:24]2)[CH:20]=[CH:19][C:4]=1[O:5][CH2:6][C:7]1[CH:11]=[N:10][N:9]([CH:12]2[CH2:17][CH2:16][NH:15][CH:14]([CH3:18])[CH2:13]2)[N:8]=1.CS([C:32]1[N:37]=[CH:36][C:35]([C:38]([F:41])([F:40])[F:39])=[CH:34][N:33]=1)(=O)=O. (2) The reactants are: [CH2:1]([NH:3][CH2:4][C:5]1[CH:10]=[C:9]([S:11]([CH3:14])(=[O:13])=[O:12])[CH:8]=[CH:7][C:6]=1[OH:15])[CH3:2].C(NC(C)C)(C)C.Cl[C:24]([O:26][CH2:27][C:28]1[CH:33]=[CH:32][CH:31]=[CH:30][CH:29]=1)=[O:25]. Given the product [CH2:27]([O:26][C:24](=[O:25])[N:3]([CH2:1][CH3:2])[CH2:4][C:5]1[CH:10]=[C:9]([S:11]([CH3:14])(=[O:13])=[O:12])[CH:8]=[CH:7][C:6]=1[OH:15])[C:28]1[CH:33]=[CH:32][CH:31]=[CH:30][CH:29]=1, predict the reactants needed to synthesize it. (3) Given the product [CH2:1]([O:3][C:4](=[O:30])[CH2:5][N:6]1[C:14]2[CH2:13][CH2:12][CH2:11][CH:10]([NH:15][S:16]([C:19]3[CH:24]=[C:23]([C:25]([F:28])([F:26])[F:27])[CH:22]=[C:21]([O:35][CH2:33][CH3:34])[CH:20]=3)(=[O:18])=[O:17])[C:9]=2[CH:8]=[N:7]1)[CH3:2], predict the reactants needed to synthesize it. The reactants are: [CH2:1]([O:3][C:4](=[O:30])[CH2:5][N:6]1[C:14]2[CH2:13][CH2:12][CH2:11][CH:10]([NH:15][S:16]([C:19]3[CH:24]=[C:23]([C:25]([F:28])([F:27])[F:26])[CH:22]=[C:21](F)[CH:20]=3)(=[O:18])=[O:17])[C:9]=2[CH:8]=[N:7]1)[CH3:2].[H-].[Na+].[CH2:33]([OH:35])[CH3:34].Cl. (4) Given the product [N:14]([CH2:2][C:3]1[CH:4]=[CH:5][C:6]([F:13])=[C:7]([CH:12]=1)[C:8]([O:10][CH3:11])=[O:9])=[N+:15]=[N-:16], predict the reactants needed to synthesize it. The reactants are: Br[CH2:2][C:3]1[CH:4]=[CH:5][C:6]([F:13])=[C:7]([CH:12]=1)[C:8]([O:10][CH3:11])=[O:9].[N-:14]=[N+:15]=[N-:16].[Na+].